This data is from Full USPTO retrosynthesis dataset with 1.9M reactions from patents (1976-2016). The task is: Predict the reactants needed to synthesize the given product. (1) The reactants are: [N:1]1[N:5]2[CH:6]=[CH:7][CH:8]=[CH:9][C:4]2=[CH:3][C:2]=1[CH:10]=O.[CH3:12][O:13][C:14]1[N:19]=[C:18]([NH2:20])[CH:17]=[N:16][CH:15]=1. Given the product [CH3:12][O:13][C:14]1[N:19]=[C:18]([N:20]=[CH:10][C:2]2[CH:3]=[C:4]3[CH:9]=[CH:8][CH:7]=[CH:6][N:5]3[N:1]=2)[CH:17]=[N:16][CH:15]=1, predict the reactants needed to synthesize it. (2) Given the product [OH:2][C:3]1[CH:4]=[CH:5][C:6]2[C:18](=[O:19])[C:17]3[C:16]4[C:11](=[CH:12][C:13]([C:20]#[N:21])=[CH:14][CH:15]=4)[NH:10][C:9]=3[C:8]([CH3:22])([CH3:23])[C:7]=2[CH:24]=1, predict the reactants needed to synthesize it. The reactants are: C[O:2][C:3]1[CH:4]=[CH:5][C:6]2[C:18](=[O:19])[C:17]3[C:16]4[C:11](=[CH:12][C:13]([C:20]#[N:21])=[CH:14][CH:15]=4)[NH:10][C:9]=3[C:8]([CH3:23])([CH3:22])[C:7]=2[CH:24]=1. (3) Given the product [C:32]([O:35][CH:7]1[O:8][C@@H:9]([CH2:15][O:16][C:17](=[O:19])[CH3:18])[C@H:10]([O:11][C:12](=[O:14])[CH3:13])[C@@H:5]([O:4][C:1](=[O:3])[CH3:2])[C@@H:6]1[NH:27][S:24]([O:23][CH2:22][C:21]([Cl:29])([Cl:28])[Cl:20])(=[O:26])=[O:25])(=[O:34])[CH3:33], predict the reactants needed to synthesize it. The reactants are: [C:1]([O:4][C@@H:5]1[C@@H:10]([O:11][C:12](=[O:14])[CH3:13])[C@H:9]([CH2:15][O:16][C:17](=[O:19])[CH3:18])[O:8][CH:7]=[CH:6]1)(=[O:3])[CH3:2].[Cl:20][C:21]([Cl:29])([Cl:28])[CH2:22][O:23][S:24]([NH2:27])(=[O:26])=[O:25].[O-2].[Mg+2].[C:32]([OH:35])(=[O:34])[CH3:33].[C:32]([OH:35])(=[O:34])[CH3:33].IC1C=CC=CC=1. (4) The reactants are: [C:1]([C:5]1[CH:6]=[C:7]([C:64](=[O:66])[NH2:65])[C:8]([O:62][CH3:63])=[C:9]([NH:11][C:12](=[O:61])[NH:13][C:14]2[C:23]3[C:18](=[CH:19][CH:20]=[CH:21][CH:22]=3)[C:17]([O:24][C:25]3[CH:30]=[CH:29][N:28]=[C:27]([NH:31][C:32]4[CH:33]=[C:34]([CH:46]=[C:47]([C:49]#[C:50][Si](C(C)C)(C(C)C)C(C)C)[CH:48]=4)[C:35]([NH:37][CH2:38][CH2:39][N:40]4[CH2:45][CH2:44][O:43][CH2:42][CH2:41]4)=[O:36])[CH:26]=3)=[CH:16][CH:15]=2)[CH:10]=1)([CH3:4])([CH3:3])[CH3:2]. Given the product [C:1]([C:5]1[CH:6]=[C:7]([C:64](=[O:66])[NH2:65])[C:8]([O:62][CH3:63])=[C:9]([NH:11][C:12](=[O:61])[NH:13][C:14]2[C:23]3[C:18](=[CH:19][CH:20]=[CH:21][CH:22]=3)[C:17]([O:24][C:25]3[CH:30]=[CH:29][N:28]=[C:27]([NH:31][C:32]4[CH:33]=[C:34]([CH:46]=[C:47]([C:49]#[CH:50])[CH:48]=4)[C:35]([NH:37][CH2:38][CH2:39][N:40]4[CH2:45][CH2:44][O:43][CH2:42][CH2:41]4)=[O:36])[CH:26]=3)=[CH:16][CH:15]=2)[CH:10]=1)([CH3:4])([CH3:2])[CH3:3], predict the reactants needed to synthesize it. (5) Given the product [N+:1]([C:4]1[CH:5]=[C:6]2[C:10](=[CH:11][CH:12]=1)[N:9]([C:15]1[CH:20]=[CH:19][N:18]=[CH:17][CH:16]=1)[CH:8]=[CH:7]2)([O-:3])=[O:2], predict the reactants needed to synthesize it. The reactants are: [N+:1]([C:4]1[CH:5]=[C:6]2[C:10](=[CH:11][CH:12]=1)[NH:9][CH:8]=[CH:7]2)([O-:3])=[O:2].Cl.Cl[C:15]1[CH:20]=[CH:19][N:18]=[CH:17][CH:16]=1.CC(C)([O-])C.[K+].O. (6) Given the product [CH3:1][CH2:2][CH2:3][CH2:4][CH2:5][CH2:6][CH2:7][CH2:8][CH2:9][CH2:10][CH2:11][CH2:12][CH2:13][CH2:14][CH2:15][CH2:16][O:17][CH2:18][CH2:19][CH2:20][O:21][P:22]([OH:28])([CH2:24][O:25][C@H:26]([CH2:27][OH:38])[CH2:29][N:30]1[C:35](=[O:36])[N:34]=[C:33]([NH2:37])[CH:32]=[CH:31]1)=[O:23], predict the reactants needed to synthesize it. The reactants are: [CH3:1][CH2:2][CH2:3][CH2:4][CH2:5][CH2:6][CH2:7][CH2:8][CH2:9][CH2:10][CH2:11][CH2:12][CH2:13][CH2:14][CH2:15][CH2:16][O:17][CH2:18][CH2:19][CH2:20][O:21][P:22]1([O:28][CH2:27][C@H:26]([CH2:29][N:30]2[C:35](=[O:36])[N:34]=[C:33]([NH2:37])[CH:32]=[CH:31]2)[O:25][CH2:24]1)=[O:23].[OH-:38].[Na+]. (7) The reactants are: C(O[C:4](=[O:20])[C:5]([CH3:19])([S:14][C:15](=[O:18])[CH2:16][CH3:17])[CH2:6][CH2:7][CH2:8][CH2:9][CH2:10][CH2:11][CH2:12][CH3:13])C.C[Si]([N-][Si](C)(C)C)(C)C.[Na+]. Given the product [OH:20][C:4]1[C:5]([CH3:19])([CH2:6][CH2:7][CH2:8][CH2:9][CH2:10][CH2:11][CH2:12][CH3:13])[S:14][C:15](=[O:18])[C:16]=1[CH3:17], predict the reactants needed to synthesize it. (8) Given the product [OH:12][CH2:11][CH2:10][CH2:9][CH2:8][CH2:7][CH2:6][CH2:5][CH2:4][CH2:3][C@H:37]1[CH2:36][C@@:34]2([CH3:35])[C@@H:30]([CH2:31][CH2:32][C:33]2=[O:39])[C@H:29]2[C:38]1=[C:29]1[C:30]([CH2:31][CH2:32]2)=[CH:34][C:41](=[O:44])[CH2:37][CH2:38]1, predict the reactants needed to synthesize it. The reactants are: [Mg].Br[CH2:3][CH2:4][CH2:5][CH2:6][CH2:7][CH2:8][CH2:9][CH2:10][CH2:11][O:12][Si](C)(C)C(C)(C)C.O1[C:37]2=[C:38]3[C@H:29]([C@H:30]4[C@@:34]([CH2:36]2)([CH3:35])[C:33](=[O:39])[CH2:32][CH2:31]4)CCC2[C@@]13CCCC2.Cl.[C:41](=[O:44])(O)[O-].[Na+]. (9) Given the product [CH3:16][CH2:15][C:14](=[O:17])[CH2:13][C:5](=[O:10])[CH2:6][CH2:7][CH3:8], predict the reactants needed to synthesize it. The reactants are: O=O.[H-].[Na+].[C:5]([O:10]CC)(=O)[CH2:6][CH2:7][CH3:8].[CH3:13][C:14](=[O:17])[CH2:15][CH3:16]. (10) Given the product [C:74]([NH:73][CH2:72][C:71]1[CH:77]=[C:67]([N:11]2[CH2:10][CH2:9][N:8]([C:1]([O:3][C:4]([CH3:7])([CH3:6])[CH3:5])=[O:2])[CH2:13][CH2:12]2)[CH:68]=[CH:69][C:70]=1[N+:78]([O-:80])=[O:79])(=[O:76])[CH3:75], predict the reactants needed to synthesize it. The reactants are: [C:1]([N:8]1[CH2:13][CH2:12][NH:11][CH2:10][CH2:9]1)([O:3][C:4]([CH3:7])([CH3:6])[CH3:5])=[O:2].C([O-])([O-])=O.[Cs+].[Cs+].C1(P(C2C=CC=CC=2)C2C=CC3C(=CC=CC=3)C=2C2C3C(=CC=CC=3)C=CC=2P(C2C=CC=CC=2)C2C=CC=CC=2)C=CC=CC=1.Br[C:67]1[CH:68]=[CH:69][C:70]([N+:78]([O-:80])=[O:79])=[C:71]([CH:77]=1)[CH2:72][NH:73][C:74](=[O:76])[CH3:75].